Dataset: Full USPTO retrosynthesis dataset with 1.9M reactions from patents (1976-2016). Task: Predict the reactants needed to synthesize the given product. (1) Given the product [NH2:1][CH2:4][C@@H:5]([NH:14][C:15](=[O:21])[O:16][C:17]([CH3:19])([CH3:18])[CH3:20])[CH2:6][C@@H:7]1[CH2:13][CH2:12][CH2:11][CH2:10][O:9][CH2:8]1, predict the reactants needed to synthesize it. The reactants are: [N:1]([CH2:4][C@@H:5]([NH:14][C:15](=[O:21])[O:16][C:17]([CH3:20])([CH3:19])[CH3:18])[CH2:6][C@@H:7]1[CH2:13][CH2:12][CH2:11][CH2:10][O:9][CH2:8]1)=[N+]=[N-]. (2) Given the product [CH2:1]([C:5]1[N:6]([CH2:18][CH2:19][CH2:20][C:21](=[O:23])[CH3:22])[C:7]2[C:16]3[CH:15]=[CH:14][CH:13]=[CH:12][C:11]=3[N+:10]([O-:32])=[CH:9][C:8]=2[N:17]=1)[CH2:2][CH2:3][CH3:4], predict the reactants needed to synthesize it. The reactants are: [CH2:1]([C:5]1[N:6]([CH2:18][CH2:19][CH2:20][C:21](=[O:23])[CH3:22])[C:7]2[C:16]3[CH:15]=[CH:14][CH:13]=[CH:12][C:11]=3[N:10]=[CH:9][C:8]=2[N:17]=1)[CH2:2][CH2:3][CH3:4].C1C=C(Cl)C=C(C(OO)=[O:32])C=1.